This data is from Catalyst prediction with 721,799 reactions and 888 catalyst types from USPTO. The task is: Predict which catalyst facilitates the given reaction. (1) Reactant: C[O:2][C:3]([C:5]1[CH:10]=[C:9]([O:11][C:12]2[C:21]3[C:16](=[CH:17][CH:18]=[CH:19][CH:20]=3)[C:15]([NH:22][C:23]([NH:25][C:26]3[CH:31]=[C:30]([C:32]([CH3:35])([CH3:34])[CH3:33])[CH:29]=[C:28]([NH:36][C:37]([O:39][CH3:40])=[O:38])[C:27]=3[O:41][CH3:42])=[O:24])=[CH:14][CH:13]=2)[CH:8]=[CH:7][N:6]=1)=[O:4].O.[Li+].[OH-].Cl. Product: [C:32]([C:30]1[CH:29]=[C:28]([NH:36][C:37]([O:39][CH3:40])=[O:38])[C:27]([O:41][CH3:42])=[C:26]([NH:25][C:23](=[O:24])[NH:22][C:15]2[C:16]3[C:21](=[CH:20][CH:19]=[CH:18][CH:17]=3)[C:12]([O:11][C:9]3[CH:8]=[CH:7][N:6]=[C:5]([C:3]([OH:4])=[O:2])[CH:10]=3)=[CH:13][CH:14]=2)[CH:31]=1)([CH3:35])([CH3:33])[CH3:34]. The catalyst class is: 5. (2) Reactant: [F:1][C:2]1[CH:3]=[CH:4][C:5]([CH3:19])=[C:6]([C:8]2[CH:17]=[C:16]3[C:11]([CH:12]=[C:13]([NH2:18])[N:14]=[CH:15]3)=[CH:10][CH:9]=2)[CH:7]=1.ClCCCl.C(N(CC)CC)C.Cl[C:32]([O:34][C:35]1[CH:40]=[CH:39][C:38]([N+:41]([O-:43])=[O:42])=[CH:37][CH:36]=1)=[O:33].N1C=CC=CC=1. Product: [F:1][C:2]1[CH:3]=[CH:4][C:5]([CH3:19])=[C:6]([C:8]2[CH:17]=[C:16]3[C:11]([CH:12]=[C:13]([NH:18][C:32](=[O:33])[O:34][C:35]4[CH:36]=[CH:37][C:38]([N+:41]([O-:43])=[O:42])=[CH:39][CH:40]=4)[N:14]=[CH:15]3)=[CH:10][CH:9]=2)[CH:7]=1. The catalyst class is: 4. (3) Reactant: [NH2:1][C:2]1[N:10]=[C:9]([O:11][CH2:12][CH2:13][CH3:14])[N:8]=[C:7]2[C:3]=1[NH:4][C:5](=[O:21])[N:6]2[CH2:15][CH:16]1[CH2:20][CH2:19][O:18][CH2:17]1.[ClH:22].[CH2:23](OCC)C. Product: [ClH:22].[NH2:1][C:2]1[N:10]=[C:9]([O:11][CH2:12][CH2:13][CH2:14][CH3:23])[N:8]=[C:7]2[C:3]=1[NH:4][C:5](=[O:21])[N:6]2[CH2:15][CH:16]1[CH2:20][CH2:19][O:18][CH2:17]1. The catalyst class is: 12. (4) Reactant: Cl[C:2]1[CH:7]=[C:6]([O:8][CH2:9][CH:10]2[CH2:15][CH2:14][O:13][CH2:12][CH2:11]2)[CH:5]=[CH:4][C:3]=1[S:16]([N:19]([C:24]1[CH:29]=[CH:28][C:27]([CH3:30])=[CH:26][C:25]=1[CH3:31])[CH2:20][CH:21]([CH3:23])[CH3:22])(=[O:18])=[O:17].C(P(C(C)(C)C)C1C=CC=CC=1C1C(C(C)C)=CC(C(C)C)=CC=1C(C)C)(C)(C)C.[OH-:62].[K+]. Product: [CH3:31][C:25]1[CH:26]=[C:27]([CH3:30])[CH:28]=[CH:29][C:24]=1[N:19]([CH2:20][CH:21]([CH3:23])[CH3:22])[S:16]([C:3]1[CH:4]=[CH:5][C:6]([O:8][CH2:9][CH:10]2[CH2:15][CH2:14][O:13][CH2:12][CH2:11]2)=[CH:7][C:2]=1[OH:62])(=[O:18])=[O:17]. The catalyst class is: 333. (5) Reactant: Cl[CH2:2][CH2:3][CH2:4][S:5]([NH:8][CH3:9])(=[O:7])=[O:6].[N-:10]=[N+:11]=[N-:12].[Na+]. Product: [N:10]([CH2:2][CH2:3][CH2:4][S:5]([NH:8][CH3:9])(=[O:7])=[O:6])=[N+:11]=[N-:12]. The catalyst class is: 163.